Dataset: Peptide-MHC class I binding affinity with 185,985 pairs from IEDB/IMGT. Task: Regression. Given a peptide amino acid sequence and an MHC pseudo amino acid sequence, predict their binding affinity value. This is MHC class I binding data. (1) The peptide sequence is RVCWLHECT. The MHC is HLA-A31:01 with pseudo-sequence HLA-A31:01. The binding affinity (normalized) is 0.308. (2) The peptide sequence is MPMYAIHKV. The MHC is HLA-B08:01 with pseudo-sequence HLA-B08:01. The binding affinity (normalized) is 0.304. (3) The peptide sequence is ISTNIRQAGVQYSR. The MHC is HLA-B54:01 with pseudo-sequence HLA-B54:01. The binding affinity (normalized) is 0. (4) The peptide sequence is KENLYIKSI. The MHC is HLA-B40:02 with pseudo-sequence HLA-B40:02. The binding affinity (normalized) is 0.727. (5) The peptide sequence is VTVKYPNL. The MHC is H-2-Db with pseudo-sequence H-2-Db. The binding affinity (normalized) is 0. (6) The peptide sequence is RMMGKTNPL. The MHC is HLA-C15:02 with pseudo-sequence HLA-C15:02. The binding affinity (normalized) is 0.744. (7) The peptide sequence is RCHDHYLCRH. The MHC is HLA-A68:01 with pseudo-sequence HLA-A68:01. The binding affinity (normalized) is 0. (8) The peptide sequence is LNYVIHKLF. The MHC is HLA-A24:02 with pseudo-sequence HLA-A24:02. The binding affinity (normalized) is 0.144. (9) The peptide sequence is RLQSLQTYV. The MHC is HLA-A02:06 with pseudo-sequence HLA-A02:06. The binding affinity (normalized) is 0.766.